Dataset: Forward reaction prediction with 1.9M reactions from USPTO patents (1976-2016). Task: Predict the product of the given reaction. (1) Given the reactants [Na].[NH2:2][C:3]([NH:5][C:6]1[CH:10]=[C:9]([Cl:11])[N:8]([C:12]2[CH:17]=[CH:16][C:15]([Br:18])=[CH:14][CH:13]=2)[C:7]=1[C:19]([O:21]CC)=O)=[O:4], predict the reaction product. The product is: [Br:18][C:15]1[CH:16]=[CH:17][C:12]([N:8]2[C:7]3[C:19](=[O:21])[NH:2][C:3](=[O:4])[NH:5][C:6]=3[CH:10]=[C:9]2[Cl:11])=[CH:13][CH:14]=1. (2) The product is: [Cl:18][C:12]1[CH:13]=[CH:14][CH:15]=[C:16]([Cl:17])[C:11]=1[C:9]1[S:8][C:7]2[C:2]([NH:42][C:26]3[CH:25]=[C:24]([CH2:48][OH:51])[CH:29]=[CH:28][N:27]=3)=[N:3][CH:4]=[CH:5][C:6]=2[N:10]=1. Given the reactants Cl[C:2]1[C:7]2[S:8][C:9]([C:11]3[C:16]([Cl:17])=[CH:15][CH:14]=[CH:13][C:12]=3[Cl:18])=[N:10][C:6]=2[CH:5]=[CH:4][N:3]=1.ClC1C=CC=C(Cl)C=1C(Cl)=N[C:24]1[CH:29]=[CH:28][N:27]=[C:26](Cl)[C:25]=1F.NC(N)=S.[N:42]1C=CC=CC=1.[CH:48]([OH:51])(C)C, predict the reaction product. (3) Given the reactants Cl.Cl.[F:3][C:4]1[CH:5]=[C:6]([NH:31][C:32]([NH:34][C:35](=[O:44])[CH2:36][C:37]2[CH:42]=[CH:41]C(F)=CC=2)=S)[CH:7]=[CH:8][C:9]=1[O:10][C:11]1[C:16]2=[C:17]([CH3:30])[C:18]([O:20][CH2:21][CH2:22][N:23]3[CH2:28][CH2:27][N:26]([CH3:29])[CH2:25][CH2:24]3)=[CH:19][N:15]2[N:14]=[CH:13][N:12]=1.Cl.FC1C=C(NC(=O)CC(NC2C=CC(F)=CC=2)=O)C=CC=1[O:53]C1C2=C(C)C(OCCN3CCOCC3)=CN2N=CN=1, predict the reaction product. The product is: [CH:37]1([CH2:36][C:35]([NH:34][C:32]([NH:31][C:6]2[CH:7]=[CH:8][C:9]([O:10][C:11]3[C:16]4=[C:17]([CH3:30])[C:18]([O:20][CH2:21][CH2:22][N:23]5[CH2:24][CH2:25][N:26]([CH3:29])[CH2:27][CH2:28]5)=[CH:19][N:15]4[N:14]=[CH:13][N:12]=3)=[C:4]([F:3])[CH:5]=2)=[O:53])=[O:44])[CH2:42][CH2:41]1.